From a dataset of Catalyst prediction with 721,799 reactions and 888 catalyst types from USPTO. Predict which catalyst facilitates the given reaction. (1) Reactant: [Cl:1][C:2]1[CH:7]=[CH:6][C:5]([C:8]2[S:9][C:10]3[C:11](=[O:29])[N:12]([C:17]4[CH:22]=[CH:21][C:20]([CH2:23][CH2:24][CH:25]=O)=[C:19]([O:27][CH3:28])[CH:18]=4)[CH:13]=[CH:14][C:15]=3[N:16]=2)=[CH:4][CH:3]=1.[NH:30]1[CH2:34][CH2:33][CH2:32][CH2:31]1.CC(O)=O.[OH-].[Na+]. Product: [Cl:1][C:2]1[CH:7]=[CH:6][C:5]([C:8]2[S:9][C:10]3[C:11](=[O:29])[N:12]([C:17]4[CH:22]=[CH:21][C:20]([CH2:23][CH2:24][CH2:25][N:30]5[CH2:34][CH2:33][CH2:32][CH2:31]5)=[C:19]([O:27][CH3:28])[CH:18]=4)[CH:13]=[CH:14][C:15]=3[N:16]=2)=[CH:4][CH:3]=1. The catalyst class is: 26. (2) Product: [NH:14]1[CH2:15][CH2:16][N:17]=[C:13]1[C:7]1([CH3:12])[C:8]2[C:3](=[C:2]([CH:25]([OH:26])[C:24]([CH3:28])([CH3:27])[CH3:23])[CH:11]=[CH:10][CH:9]=2)[CH2:4][CH2:5][O:6]1. Reactant: Br[C:2]1[CH:11]=[CH:10][CH:9]=[C:8]2[C:3]=1[CH2:4][CH2:5][O:6][C:7]2([C:13]1[NH:14][CH2:15][CH2:16][N:17]=1)[CH3:12].C([Li])(C)(C)C.[CH3:23][C:24]([CH3:28])([CH3:27])[CH:25]=[O:26]. The catalyst class is: 773. (3) Reactant: [C:1]([O:5][C:6](=[O:14])[NH:7][C:8]1[CH:9]=[N:10][CH:11]=[CH:12][CH:13]=1)([CH3:4])([CH3:3])[CH3:2].CN(CCN(C)C)C.[Li]CCCC.[C:28](OCC)(=[O:34])[C:29]([O:31][CH2:32][CH3:33])=[O:30]. Product: [CH2:32]([O:31][C:29](=[O:30])[C:28]([C:13]1[CH:12]=[CH:11][N:10]=[CH:9][C:8]=1[NH:7][C:6]([O:5][C:1]([CH3:4])([CH3:2])[CH3:3])=[O:14])=[O:34])[CH3:33]. The catalyst class is: 1. (4) Reactant: [CH3:1][O:2][CH2:3][O:4][C:5]1[CH:10]=[C:9]([O:11][CH2:12][O:13][CH3:14])[CH:8]=[CH:7][C:6]=1[C:15]1[CH2:20][CH2:19][CH2:18][C:17](=[O:21])[CH:16]=1.[H][H]. Product: [CH3:1][O:2][CH2:3][O:4][C:5]1[CH:10]=[C:9]([O:11][CH2:12][O:13][CH3:14])[CH:8]=[CH:7][C:6]=1[CH:15]1[CH2:20][CH2:19][CH2:18][C:17](=[O:21])[CH2:16]1. The catalyst class is: 63. (5) Reactant: FF.[N+:3]([CH2:5][C:6]([O:8][CH2:9][CH3:10])=[O:7])#[C-:4].[H-].[Na+].[Cl:13][C:14]1[CH:19]=[CH:18][C:17](/[N:20]=[C:21](\Cl)/[C:22]([F:25])([F:24])[F:23])=[CH:16][CH:15]=1. Product: [Cl:13][C:14]1[CH:15]=[CH:16][C:17]([N:20]2[C:21]([C:22]([F:23])([F:24])[F:25])=[C:5]([C:6]([O:8][CH2:9][CH3:10])=[O:7])[N:3]=[CH:4]2)=[CH:18][CH:19]=1. The catalyst class is: 1.